From a dataset of Catalyst prediction with 721,799 reactions and 888 catalyst types from USPTO. Predict which catalyst facilitates the given reaction. (1) Reactant: [Li+].C[Si]([N-][Si](C)(C)C)(C)C.[N:11]1[CH:16]=[C:15]([N:17]=[C:18]([NH2:34])[C:19]2[CH:24]=[CH:23][C:22]([N:25]3[C:29]4=[N:30][CH:31]=[CH:32][CH:33]=[C:28]4[CH:27]=[CH:26]3)=[CH:21][CH:20]=2)[CH:14]=[N:13][CH:12]=1.Br[CH2:36][C:37]([C:39]1[S:40][CH:41]=[CH:42][N:43]=1)=O.O. Product: [N:11]1[CH:16]=[C:15]([N:17]2[CH:36]=[C:37]([C:39]3[S:40][CH:41]=[CH:42][N:43]=3)[N:34]=[C:18]2[C:19]2[CH:24]=[CH:23][C:22]([N:25]3[C:29]4=[N:30][CH:31]=[CH:32][CH:33]=[C:28]4[CH:27]=[CH:26]3)=[CH:21][CH:20]=2)[CH:14]=[N:13][CH:12]=1. The catalyst class is: 49. (2) Reactant: [C:1]([O:5][C:6]([NH:8][C@H:9]1[CH2:14][CH2:13][C@H:12]([NH:15][C:16]2[C:17]([CH3:27])=[C:18]([CH:23]=[C:24]([Cl:26])[CH:25]=2)[C:19]([O:21][CH3:22])=[O:20])[CH2:11][CH2:10]1)=[O:7])([CH3:4])([CH3:3])[CH3:2].[CH:28](=O)[CH3:29].C(O)(=O)C.C(O[BH-](OC(=O)C)OC(=O)C)(=O)C.[Na+]. Product: [C:1]([O:5][C:6]([NH:8][C@H:9]1[CH2:14][CH2:13][C@H:12]([N:15]([CH2:28][CH3:29])[C:16]2[C:17]([CH3:27])=[C:18]([CH:23]=[C:24]([Cl:26])[CH:25]=2)[C:19]([O:21][CH3:22])=[O:20])[CH2:11][CH2:10]1)=[O:7])([CH3:4])([CH3:3])[CH3:2]. The catalyst class is: 68. (3) Reactant: CCN(P1(N(C)CCCN1C)=NC(C)(C)C)CC.[C:19]([O:23][C:24]([N:26]1[CH2:31][CH2:30][N:29]([C:32](Cl)=[O:33])[CH2:28][CH2:27]1)=[O:25])([CH3:22])([CH3:21])[CH3:20].[F:35][C:36]([F:47])([F:46])[O:37][C:38]1[CH:45]=[CH:44][C:41]([CH2:42][OH:43])=[CH:40][CH:39]=1. Product: [F:35][C:36]([F:46])([F:47])[O:37][C:38]1[CH:45]=[CH:44][C:41]([CH2:42][O:43][C:32]([N:29]2[CH2:30][CH2:31][N:26]([C:24]([O:23][C:19]([CH3:22])([CH3:21])[CH3:20])=[O:25])[CH2:27][CH2:28]2)=[O:33])=[CH:40][CH:39]=1. The catalyst class is: 10. (4) Reactant: Br[CH2:2][C:3]1[N:8]=[C:7]([NH:9]C(=O)C(C)(C)C)[CH:6]=[CH:5][CH:4]=1.C(OC([N:23]1[C:27]2[CH:28]=[CH:29][CH:30]=[CH:31][C:26]=2[N:25]=[C:24]1[CH2:32][NH:33][CH:34]1[C:43]2[N:42]=[CH:41][CH:40]=[CH:39][C:38]=2[CH2:37][CH2:36][CH2:35]1)=O)(C)(C)C.C(N(CC)C(C)C)(C)C.[I-].[K+]. Product: [NH2:9][C:7]1[N:8]=[C:3]([CH2:2][N:33]([CH2:32][C:24]2[NH:23][C:27]3[CH:28]=[CH:29][CH:30]=[CH:31][C:26]=3[N:25]=2)[CH:34]2[C:43]3[N:42]=[CH:41][CH:40]=[CH:39][C:38]=3[CH2:37][CH2:36][CH2:35]2)[CH:4]=[CH:5][CH:6]=1. The catalyst class is: 23. (5) Reactant: CO[CH:3](OC)[C:4](=[N:7][OH:8])[C:5]#[N:6].Cl.[C:12]([NH:16][NH2:17])([CH3:15])([CH3:14])[CH3:13].Cl.N. Product: [NH2:6][C:5]1[N:16]([C:12]([CH3:15])([CH3:14])[CH3:13])[N:17]=[CH:3][C:4]=1[N:7]=[O:8]. The catalyst class is: 72. (6) Reactant: [CH3:1][C:2]1[C:7]2[O:8][C:9]([NH:11][CH:12]3[CH2:17][CH2:16][NH:15][CH2:14][CH2:13]3)=[N:10][C:6]=2[CH:5]=[CH:4][N:3]=1.[CH2:18]([O:20][C:21]1[CH:22]=[C:23]([CH:26]=[C:27]([O:34][CH2:35][CH3:36])[C:28]=1[N:29]1[CH:33]=[CH:32][CH:31]=[CH:30]1)[CH:24]=O)[CH3:19].C([BH3-])#N.[Na+].C(N(C(C)C)C(C)C)C. Product: [CH2:18]([O:20][C:21]1[CH:22]=[C:23]([CH:26]=[C:27]([O:34][CH2:35][CH3:36])[C:28]=1[N:29]1[CH:33]=[CH:32][CH:31]=[CH:30]1)[CH2:24][N:15]1[CH2:16][CH2:17][CH:12]([NH:11][C:9]2[O:8][C:7]3[C:2]([CH3:1])=[N:3][CH:4]=[CH:5][C:6]=3[N:10]=2)[CH2:13][CH2:14]1)[CH3:19]. The catalyst class is: 212. (7) Reactant: C[O:2][C:3]([CH:5]1[CH:10]([OH:11])[CH:9]([CH2:12][C:13]2[CH:18]=[CH:17][C:16]([O:19][CH3:20])=[C:15]([CH2:21][C@H:22]3[CH2:26][O:25][C:24](=[O:27])[N:23]3[CH2:28][CH2:29][CH3:30])[CH:14]=2)[CH2:8][S:7](=[O:32])(=[O:31])[CH2:6]1)=[O:4].[OH-].[Na+].Cl. Product: [OH:11][CH:10]1[CH:9]([CH2:12][C:13]2[CH:18]=[CH:17][C:16]([O:19][CH3:20])=[C:15]([CH2:21][C@H:22]3[CH2:26][O:25][C:24](=[O:27])[N:23]3[CH2:28][CH2:29][CH3:30])[CH:14]=2)[CH2:8][S:7](=[O:32])(=[O:31])[CH2:6][CH:5]1[C:3]([OH:4])=[O:2]. The catalyst class is: 12. (8) Reactant: [CH2:1]([O:8][C:9]([N:11]1[CH2:16][CH2:15][CH:14]([NH2:17])[CH2:13][CH2:12]1)=[O:10])[C:2]1[CH:7]=[CH:6][CH:5]=[CH:4][CH:3]=1.N1C=CC=CC=1.[Cl:24][CH2:25][CH2:26][CH2:27][CH2:28][C:29](Cl)=[O:30]. Product: [CH2:1]([O:8][C:9]([N:11]1[CH2:16][CH2:15][CH:14]([NH:17][C:29](=[O:30])[CH2:28][CH2:27][CH2:26][CH2:25][Cl:24])[CH2:13][CH2:12]1)=[O:10])[C:2]1[CH:7]=[CH:6][CH:5]=[CH:4][CH:3]=1. The catalyst class is: 4. (9) Reactant: [NH2:1][C:2]1[N:7]=[C:6]([CH3:8])[C:5]([C:9]#[N:10])=[C:4]([O-:11])[CH:3]=1.[Na+].C([O-])([O-])=O.[K+].[K+].[C:19]1(Br)[CH2:24][CH2:23][CH2:22][CH2:21][CH:20]=1.C([O-])(O)=O.[Na+]. Product: [NH2:1][C:2]1[CH:3]=[C:4]([O:11][CH:19]2[CH2:24][CH2:23][CH2:22][CH2:21][CH2:20]2)[C:5]([C:9]#[N:10])=[C:6]([CH3:8])[N:7]=1. The catalyst class is: 394. (10) Reactant: [CH:1](CC(OC(=O)CC=O)=O)=[O:2].[CH2:12]([O:19][NH:20][CH2:21][C:22]([NH:24][CH:25]1[CH2:30][CH2:29][CH2:28][CH2:27][CH2:26]1)=[O:23])[C:13]1[CH:18]=[CH:17][CH:16]=[CH:15][CH:14]=1. Product: [CH2:12]([O:19][N:20]([CH:1]=[O:2])[CH2:21][C:22]([NH:24][CH:25]1[CH2:30][CH2:29][CH2:28][CH2:27][CH2:26]1)=[O:23])[C:13]1[CH:14]=[CH:15][CH:16]=[CH:17][CH:18]=1. The catalyst class is: 4.